Binary Classification. Given a T-cell receptor sequence (or CDR3 region) and an epitope sequence, predict whether binding occurs between them. From a dataset of TCR-epitope binding with 47,182 pairs between 192 epitopes and 23,139 TCRs. The epitope is ISDYDYYRY. The TCR CDR3 sequence is CASSPGQGGDEQYF. Result: 0 (the TCR does not bind to the epitope).